This data is from TCR-epitope binding with 47,182 pairs between 192 epitopes and 23,139 TCRs. The task is: Binary Classification. Given a T-cell receptor sequence (or CDR3 region) and an epitope sequence, predict whether binding occurs between them. (1) The epitope is FLNGSCGSV. The TCR CDR3 sequence is CASSLSYEQYF. Result: 1 (the TCR binds to the epitope). (2) The epitope is VLQAVGACV. The TCR CDR3 sequence is CASSLGMGASYEQYF. Result: 0 (the TCR does not bind to the epitope). (3) The epitope is YYRRATRRIR. The TCR CDR3 sequence is CASSLGGLNTDTQYF. Result: 1 (the TCR binds to the epitope). (4) The epitope is LLWNGPMAV. The TCR CDR3 sequence is CASSSPNTEAFF. Result: 0 (the TCR does not bind to the epitope).